This data is from Full USPTO retrosynthesis dataset with 1.9M reactions from patents (1976-2016). The task is: Predict the reactants needed to synthesize the given product. (1) Given the product [C:13]([C:12]1[CH:15]=[CH:16][C:9]([O:8][CH2:1][C:2]2[CH:3]=[CH:4][CH:5]=[CH:6][CH:7]=2)=[C:10]([CH:11]=1)[CH2:17][NH:18][C:40](=[O:41])[C:39]1[CH:43]=[CH:44][C:36]([N:30]2[C:31]3[CH2:35][CH2:34][CH2:33][C:32]=3[C:28]([CH2:27][NH:26][C:24]([O:23][C:19]([CH3:22])([CH3:21])[CH3:20])=[O:25])=[N:29]2)=[C:37]([C:45]([F:48])([F:47])[F:46])[CH:38]=1)#[N:14], predict the reactants needed to synthesize it. The reactants are: [CH2:1]([O:8][C:9]1[CH:16]=[CH:15][C:12]([C:13]#[N:14])=[CH:11][C:10]=1[CH2:17][NH2:18])[C:2]1[CH:7]=[CH:6][CH:5]=[CH:4][CH:3]=1.[C:19]([O:23][C:24]([NH:26][CH2:27][C:28]1[C:32]2[CH2:33][CH2:34][CH2:35][C:31]=2[N:30]([C:36]2[CH:44]=[CH:43][C:39]([C:40](O)=[O:41])=[CH:38][C:37]=2[C:45]([F:48])([F:47])[F:46])[N:29]=1)=[O:25])([CH3:22])([CH3:21])[CH3:20].F[B-](F)(F)F.N1(OC(N(C)C)=[N+](C)C)C2C=CC=CC=2N=N1.CN1CCOCC1. (2) Given the product [C:37]([NH:36][CH:32]1[CH:31]([CH:40]([OH:62])[CH:41]([OH:61])[CH2:42][O:43][C:44](=[O:60])[CH:45]([NH2:49])[CH:46]([CH3:48])[CH3:47])[O:30][C:29]([OH:63])([C:27]([OH:28])=[O:26])[CH2:34][CH:33]1[OH:35])(=[O:39])[CH3:38], predict the reactants needed to synthesize it. The reactants are: CC([C@H](NC(OCC1C=CC=CC=1)=O)C(O)=O)C.C([O:26][C:27]([C:29]1([OH:63])[CH2:34][CH:33]([OH:35])[CH:32]([NH:36][C:37](=[O:39])[CH3:38])[CH:31]([CH:40]([OH:62])[CH:41]([OH:61])[CH2:42][O:43][C:44](=[O:60])[CH:45]([NH:49]C(OCC2C=CC=CC=2)=O)[CH:46]([CH3:48])[CH3:47])[O:30]1)=[O:28])C1C=CC=CC=1. (3) Given the product [C:1]([O:5][C:6]([NH:8][CH2:9][C@H:10]1[CH2:15][CH2:14][C@H:13]([C:16]([NH:18][C@H:19]([C:38](=[O:51])[NH:39][C:40]2[CH:45]=[CH:44][C:43]([C:46]3[N:47]=[N:48][NH:49][N:50]=3)=[CH:42][CH:41]=2)[CH2:20][C:21]2[CH:26]=[CH:25][C:24]([C:27]3[CH:32]=[CH:31][C:30]([C:33]([NH:52][CH:53]4[CH2:54][CH2:55][N:56]([C:59]([O:61][C:62]([CH3:65])([CH3:64])[CH3:63])=[O:60])[CH2:57][CH2:58]4)=[O:34])=[C:29]([CH3:36])[C:28]=3[CH3:37])=[CH:23][CH:22]=2)=[O:17])[CH2:12][CH2:11]1)=[O:7])([CH3:4])([CH3:2])[CH3:3], predict the reactants needed to synthesize it. The reactants are: [C:1]([O:5][C:6]([NH:8][CH2:9][C@H:10]1[CH2:15][CH2:14][C@H:13]([C:16]([NH:18][C@H:19]([C:38](=[O:51])[NH:39][C:40]2[CH:45]=[CH:44][C:43]([C:46]3[N:47]=[N:48][NH:49][N:50]=3)=[CH:42][CH:41]=2)[CH2:20][C:21]2[CH:26]=[CH:25][C:24]([C:27]3[CH:32]=[CH:31][C:30]([C:33](O)=[O:34])=[C:29]([CH3:36])[C:28]=3[CH3:37])=[CH:23][CH:22]=2)=[O:17])[CH2:12][CH2:11]1)=[O:7])([CH3:4])([CH3:3])[CH3:2].[NH2:52][CH:53]1[CH2:58][CH2:57][N:56]([C:59]([O:61][C:62]([CH3:65])([CH3:64])[CH3:63])=[O:60])[CH2:55][CH2:54]1.C(N(CC)C(C)C)(C)C.F[P-](F)(F)(F)(F)F.CN(C(N(C)C)=[N+]1C2C(=NC=CC=2)[N+]([O-])=N1)C. (4) Given the product [CH2:23]([N:3]([CH2:1][CH3:2])[C:4]1[CH:5]=[CH:6][C:7]([CH:8]=[N:9][N:10]([CH2:49][C:50]2[CH:55]=[CH:54][C:53]([CH3:56])=[CH:52][CH:51]=2)[C:11](=[O:20])[C:12]2[CH:17]=[CH:16][C:15]([O:18][CH3:19])=[CH:14][CH:13]=2)=[CH:21][CH:22]=1)[CH3:24], predict the reactants needed to synthesize it. The reactants are: [CH2:1]([N:3]([CH2:23][CH3:24])[C:4]1[CH:22]=[CH:21][C:7]([CH:8]=[N:9][NH:10][C:11](=[O:20])[C:12]2[CH:17]=[CH:16][C:15]([O:18][CH3:19])=[CH:14][CH:13]=2)=[CH:6][CH:5]=1)[CH3:2].CCN(C1C=CC(/C=N/NC(C2C=CC(O)=CC=2)=O)=CC=1)CC.Br[CH2:49][C:50]1[CH:55]=[CH:54][C:53]([CH3:56])=[CH:52][CH:51]=1. (5) Given the product [CH2:1]([O:3][C:4]([C:6]1[C:15]2[C:10](=[CH:11][C:12]([C:30]3[CH:31]=[CH:32][C:27]([O:26][CH2:25][CH2:24][CH:23]([CH3:22])[CH2:37][CH2:38][CH2:39][CH:40]([CH3:42])[CH3:41])=[CH:28][CH:29]=3)=[CH:13][CH:14]=2)[C:9]([C:17]([O:19][CH2:20][CH3:21])=[O:18])=[CH:8][CH:7]=1)=[O:5])[CH3:2], predict the reactants needed to synthesize it. The reactants are: [CH2:1]([O:3][C:4]([C:6]1[C:15]2[C:10](=[CH:11][C:12](Br)=[CH:13][CH:14]=2)[C:9]([C:17]([O:19][CH2:20][CH3:21])=[O:18])=[CH:8][CH:7]=1)=[O:5])[CH3:2].[CH3:22][CH:23]([CH2:37][CH2:38][CH2:39][CH:40]([CH3:42])[CH3:41])[CH2:24][CH2:25][O:26][C:27]1[CH:32]=[CH:31][C:30](OB(O)O)=[CH:29][CH:28]=1. (6) Given the product [Br:29][C:26]1[CH:27]=[CH:28][C:23]([NH:22][C:16](=[O:17])[C:15]2[CH:19]=[CH:20][C:12]([S:9]([N:8]([C:5]3[CH:6]=[CH:7][C:2]([Cl:1])=[CH:3][CH:4]=3)[CH3:21])(=[O:11])=[O:10])=[CH:13][CH:14]=2)=[C:24]([C:30]2[NH:34][C:33](=[O:35])[O:32][N:31]=2)[CH:25]=1, predict the reactants needed to synthesize it. The reactants are: [Cl:1][C:2]1[CH:7]=[CH:6][C:5]([N:8]([CH3:21])[S:9]([C:12]2[CH:20]=[CH:19][C:15]([C:16](Cl)=[O:17])=[CH:14][CH:13]=2)(=[O:11])=[O:10])=[CH:4][CH:3]=1.[NH2:22][C:23]1[CH:28]=[CH:27][C:26]([Br:29])=[CH:25][C:24]=1[C:30]1[NH:34][C:33](=[O:35])[O:32][N:31]=1. (7) The reactants are: CS([C:5]1[N:10]=[C:9]([C:11]2[CH:16]=[CH:15][C:14]([S:17]([CH3:20])(=[O:19])=[O:18])=[CH:13][CH:12]=2)[CH:8]=[C:7]([C:21]([F:24])([F:23])[F:22])[N:6]=1)(=O)=O.C(=O)([O-])[O-].[K+].[K+].C(O)(=O)C.O.[CH2:36]([OH:40])[CH2:37][CH2:38][CH3:39]. Given the product [CH2:36]([O:40][C:5]1[N:10]=[C:9]([C:11]2[CH:16]=[CH:15][C:14]([S:17]([CH3:20])(=[O:19])=[O:18])=[CH:13][CH:12]=2)[CH:8]=[C:7]([C:21]([F:24])([F:23])[F:22])[N:6]=1)[CH2:37][CH2:38][CH3:39], predict the reactants needed to synthesize it.